This data is from Catalyst prediction with 721,799 reactions and 888 catalyst types from USPTO. The task is: Predict which catalyst facilitates the given reaction. (1) Reactant: Br[C:2]1[C:7](=[O:8])[N:6]([CH:9]2[CH2:13][CH2:12][CH2:11][CH2:10]2)[CH:5]=[C:4]([C:14]([O:16][CH3:17])=[O:15])[CH:3]=1. Product: [CH:9]1([N:6]2[C:7](=[O:8])[CH:2]=[CH:3][C:4]([C:14]([O:16][CH3:17])=[O:15])=[CH:5]2)[CH2:10][CH2:11][CH2:12][CH2:13]1. The catalyst class is: 19. (2) Reactant: [N+:1]([C:4]1[CH:9]=[CH:8][CH:7]=[CH:6][C:5]=1[C:10](=[O:43])[CH2:11][N:12]1[C:21](=[O:22])[C:20]2[N:19]([CH2:23][CH:24]=[C:25]([CH3:27])[CH3:26])[C:18]([N:28]3[CH2:33][CH2:32][CH2:31][CH:30]([NH:34][C:35]([O:37][C:38]([CH3:41])([CH3:40])[CH3:39])=[O:36])[CH2:29]3)=[N:17][C:16]=2[N:15]([CH3:42])[C:13]1=[O:14])([O-])=O.O.C(O)(=O)C. Product: [NH2:1][C:4]1[CH:9]=[CH:8][CH:7]=[CH:6][C:5]=1[C:10](=[O:43])[CH2:11][N:12]1[C:21](=[O:22])[C:20]2[N:19]([CH2:23][CH:24]=[C:25]([CH3:27])[CH3:26])[C:18]([N:28]3[CH2:33][CH2:32][CH2:31][CH:30]([NH:34][C:35]([O:37][C:38]([CH3:41])([CH3:40])[CH3:39])=[O:36])[CH2:29]3)=[N:17][C:16]=2[N:15]([CH3:42])[C:13]1=[O:14]. The catalyst class is: 186. (3) Reactant: [CH3:1][C:2]1[CH:9]=[C:8]([N+:10]([O-:12])=[O:11])[CH:7]=[CH:6][C:3]=1[C:4]#[N:5].[Br:13]N1C(=O)CCC1=O.N(C(C)(C)C#N)=NC(C)(C)C#N.BrBr.C1(=O)NC(=O)CC1. Product: [Br:13][CH2:1][C:2]1[CH:9]=[C:8]([N+:10]([O-:12])=[O:11])[CH:7]=[CH:6][C:3]=1[C:4]#[N:5]. The catalyst class is: 717. (4) Reactant: [C:1]([O:7][CH2:8][CH2:9][C@@H:10]1[O:41][C@@H:14]2[C@H:15]([OH:40])[C@@H:16]3[O:21][C@H:20]([CH2:22][CH:23]4[CH2:27][O:26][C:25]([CH3:29])([CH3:28])[O:24]4)[C@H:19]([O:30][Si](C(C)C)(C(C)C)OC)[C@@H:17]3[O:18][C@H:13]2[CH2:12][CH2:11]1)(=[O:6])[C:2]([CH3:5])([CH3:4])[CH3:3].CCCC[N+](CCCC)(CCCC)CCCC.[F-]. Product: [C:1]([O:7][CH2:8][CH2:9][C@@H:10]1[O:41][C@@H:14]2[C@H:15]([OH:40])[C@@H:16]3[O:21][C@H:20]([CH2:22][CH:23]4[CH2:27][O:26][C:25]([CH3:29])([CH3:28])[O:24]4)[C@H:19]([OH:30])[C@@H:17]3[O:18][C@H:13]2[CH2:12][CH2:11]1)(=[O:6])[C:2]([CH3:5])([CH3:4])[CH3:3]. The catalyst class is: 1. (5) Reactant: [Br:1][C:2]1[CH:8]=[CH:7][C:5]([NH2:6])=[CH:4][C:3]=1[O:9][CH2:10][CH3:11].CCN(C(C)C)C(C)C.Cl[C:22]([O:24][CH2:25][CH2:26][Cl:27])=[O:23]. Product: [Br:1][C:2]1[CH:8]=[CH:7][C:5]([NH:6][C:22](=[O:23])[O:24][CH2:25][CH2:26][Cl:27])=[CH:4][C:3]=1[O:9][CH2:10][CH3:11]. The catalyst class is: 10. (6) Reactant: [CH3:1][N:2]([CH3:15])[C@@H:3]1[CH2:7][CH2:6][N:5](C(OCCCC)=O)[CH2:4]1.[ClH:16]. Product: [ClH:16].[CH3:1][N:2]([CH3:15])[C@@H:3]1[CH2:7][CH2:6][NH:5][CH2:4]1. The catalyst class is: 2. (7) Reactant: [CH2:1]([O:8][C:9]1[CH:10]=[C:11]([CH:15]=[C:16]([O:26][CH2:27][C:28]2[CH:33]=[CH:32][CH:31]=[CH:30][CH:29]=2)[C:17]=1[O:18][CH2:19][C:20]1[CH:25]=[CH:24][CH:23]=[CH:22][CH:21]=1)[C:12]([OH:14])=O)[C:2]1[CH:7]=[CH:6][CH:5]=[CH:4][CH:3]=1.[CH3:34][O:35][C:36]1[CH:47]=[C:46]2[C:39]([NH:40][CH:41]=[C:42]2[CH2:43][CH2:44][NH2:45])=[CH:38][CH:37]=1.C(Cl)CCl.CO. Product: [CH2:27]([O:26][C:16]1[CH:15]=[C:11]([CH:10]=[C:9]([O:8][CH2:1][C:2]2[CH:3]=[CH:4][CH:5]=[CH:6][CH:7]=2)[C:17]=1[O:18][CH2:19][C:20]1[CH:21]=[CH:22][CH:23]=[CH:24][CH:25]=1)[C:12]([NH:45][CH2:44][CH2:43][C:42]1[C:46]2[C:39](=[CH:38][CH:37]=[C:36]([O:35][CH3:34])[CH:47]=2)[NH:40][CH:41]=1)=[O:14])[C:28]1[CH:29]=[CH:30][CH:31]=[CH:32][CH:33]=1. The catalyst class is: 22. (8) The catalyst class is: 349. Product: [N:11]1[C:12]2[C:7](=[CH:6][C:5]([CH2:4][CH2:3][CH2:2][OH:1])=[CH:14][CH:13]=2)[CH:8]=[CH:9][CH:10]=1. Reactant: [OH:1][CH2:2][C:3]#[C:4][C:5]1[CH:6]=[C:7]2[C:12](=[CH:13][CH:14]=1)[N:11]=[CH:10][CH:9]=[CH:8]2. (9) Reactant: [O:1]1[CH2:6][CH2:5][CH2:4][CH2:3][CH:2]1[N:7]1[C:11]2[CH:12]=[CH:13][CH:14]=[CH:15][C:10]=2[N:9]=[CH:8]1.C[Si]([N-:20][Si](C)(C)C)(C)C.[Li+].[Br:26][C:27]1[CH:43]=[CH:42][CH:41]=C[C:28]=1[O:29][C:30]1[CH:39]=[CH:38][C:33]([C:34](OC)=[O:35])=[CH:32][CH:31]=1. Product: [Br:26][C:27]1[C:28]([O:29][C:30]2[CH:39]=[CH:38][C:33]([C:34]([C:8]3[N:7]([CH:2]4[CH2:3][CH2:4][CH2:5][CH2:6][O:1]4)[C:11]4[CH:12]=[CH:13][CH:14]=[CH:15][C:10]=4[N:9]=3)=[O:35])=[CH:32][CH:31]=2)=[N:20][CH:41]=[CH:42][CH:43]=1. The catalyst class is: 1.